Dataset: Forward reaction prediction with 1.9M reactions from USPTO patents (1976-2016). Task: Predict the product of the given reaction. Given the reactants [C:1]([C:3]1[CH:8]=[CH:7][C:6]([CH:9]2[CH2:11][CH:10]2[C:12]([O:14][CH3:15])=[O:13])=[CH:5][CH:4]=1)#[CH:2].I[C:17]1[CH:22]=[CH:21][CH:20]=[CH:19][C:18]=1[CH3:23], predict the reaction product. The product is: [C:18]1([CH3:23])[CH:19]=[CH:20][CH:21]=[CH:22][C:17]=1[C:2]#[C:1][C:3]1[CH:8]=[CH:7][C:6]([CH:9]2[CH2:11][CH:10]2[C:12]([O:14][CH3:15])=[O:13])=[CH:5][CH:4]=1.